From a dataset of Catalyst prediction with 721,799 reactions and 888 catalyst types from USPTO. Predict which catalyst facilitates the given reaction. (1) Reactant: [Cl:1][C:2]1[CH:7]=[CH:6][CH:5]=[C:4]([Cl:8])[C:3]=1[C:9]1[NH:10][C:11]2[CH:17]=[C:16]([C:18]([NH:20][NH2:21])=[O:19])[CH:15]=[CH:14][C:12]=2[N:13]=1.[CH3:22][O:23][C:24]1[CH:25]=[C:26]([N:30]=[C:31]=S)[CH:27]=[CH:28][CH:29]=1.CCN=C=NCCCN(C)C.CCOC(C)=O. Product: [Cl:1][C:2]1[CH:7]=[CH:6][CH:5]=[C:4]([Cl:8])[C:3]=1[C:9]1[NH:10][C:11]2[CH:17]=[C:16]([C:18]3[O:19][C:31]([NH:30][C:26]4[CH:27]=[CH:28][CH:29]=[C:24]([O:23][CH3:22])[CH:25]=4)=[N:21][N:20]=3)[CH:15]=[CH:14][C:12]=2[N:13]=1. The catalyst class is: 3. (2) Reactant: [OH:1][CH2:2][CH2:3][CH:4]([NH:13]C(=O)OC(C)(C)C)[C:5]1[CH:10]=[CH:9][CH:8]=[CH:7][C:6]=1[O:11][CH3:12].[Cl:21]S([N:25]=[C:26]=[O:27])(=O)=O.O.C(=O)([O-])O.[Na+]. Product: [ClH:21].[C:26](=[O:27])([O:1][CH2:2][CH2:3][CH:4]([NH2:13])[C:5]1[CH:10]=[CH:9][CH:8]=[CH:7][C:6]=1[O:11][CH3:12])[NH2:25]. The catalyst class is: 10. (3) Reactant: [Cl:1][C:2]1[CH:7]=[C:6]([F:8])[CH:5]=[CH:4][C:3]=1[C:9]1[S:13][C:12]([C:14]([O:16][CH3:17])=[O:15])=[CH:11][C:10]=1[C:18]1[CH:23]=[CH:22][C:21]([O:24]C)=[CH:20][CH:19]=1.B(Br)(Br)Br.CO. Product: [Cl:1][C:2]1[CH:7]=[C:6]([F:8])[CH:5]=[CH:4][C:3]=1[C:9]1[S:13][C:12]([C:14]([O:16][CH3:17])=[O:15])=[CH:11][C:10]=1[C:18]1[CH:23]=[CH:22][C:21]([OH:24])=[CH:20][CH:19]=1. The catalyst class is: 2. (4) Reactant: C(O[C:6](=O)[N:7]([CH2:9][C:10]1[C:19]2[C:14](=[CH:15][C:16]([S:20]([C:23]3[CH:28]=[CH:27][CH:26]=[CH:25][CH:24]=3)(=[O:22])=[O:21])=[CH:17][CH:18]=2)[CH:13]=[CH:12][CH:11]=1)C)(C)(C)C.Cl. Product: [C:23]1([S:20]([C:16]2[CH:15]=[C:14]3[C:19](=[CH:18][CH:17]=2)[C:10]([CH2:9][NH:7][CH3:6])=[CH:11][CH:12]=[CH:13]3)(=[O:22])=[O:21])[CH:24]=[CH:25][CH:26]=[CH:27][CH:28]=1. The catalyst class is: 27.